From a dataset of Catalyst prediction with 721,799 reactions and 888 catalyst types from USPTO. Predict which catalyst facilitates the given reaction. (1) Reactant: [Cl:1][C:2]1[CH:7]=[CH:6][N:5]=[C:4]([CH2:8][NH:9][C:10]2[O:11][C:12]3[C:18]([O:19][CH3:20])=[CH:17][C:16]([C:21]([OH:23])=O)=[CH:15][C:13]=3[N:14]=2)[CH:3]=1.[CH3:24][C:25]1([CH2:32][OH:33])[CH2:30][O:29][CH:28]([CH3:31])[CH2:27][NH:26]1.C(N(CC)C(C)C)(C)C.CN(C(ON1N=NC2C=CC=NC1=2)=[N+](C)C)C.F[P-](F)(F)(F)(F)F. Product: [Cl:1][C:2]1[CH:7]=[CH:6][N:5]=[C:4]([CH2:8][NH:9][C:10]2[O:11][C:12]3[C:18]([O:19][CH3:20])=[CH:17][C:16]([C:21]([N:26]4[C:25]([CH2:32][OH:33])([CH3:24])[CH2:30][O:29][CH:28]([CH3:31])[CH2:27]4)=[O:23])=[CH:15][C:13]=3[N:14]=2)[CH:3]=1. The catalyst class is: 9. (2) Reactant: [CH3:1][C:2]1[CH:7]=[CH:6][C:5]([CH3:8])=[CH:4][C:3]=1[SH:9].[CH2:10](Cl)[C:11](=[CH2:13])[CH3:12].C(=O)([O-])[O-].[K+].[K+]. Product: [CH3:10][CH:11]([CH2:13][S:9][C:3]1[CH:4]=[C:5]([CH3:8])[CH:6]=[CH:7][C:2]=1[CH3:1])[CH3:12]. The catalyst class is: 21. (3) Reactant: [NH2:1][C:2]1[N:7]=[C:6]([N:8]2[CH2:13][CH2:12][CH2:11][C@H:10]([C:14]([OH:16])=O)[CH2:9]2)[CH:5]=[C:4]([C:17]2[CH:22]=[CH:21][C:20]([C:23]#[N:24])=[C:19]([F:25])[CH:18]=2)[N:3]=1.C(Cl)CCl.C1C=CC2N(O)N=NC=2C=1.[NH2:40][C:41]1[C:42]([CH3:47])=[CH:43][CH:44]=[CH:45][CH:46]=1. Product: [NH2:1][C:2]1[N:7]=[C:6]([N:8]2[CH2:13][CH2:12][CH2:11][C@H:10]([C:14]([NH:40][C:41]3[CH:46]=[CH:45][CH:44]=[CH:43][C:42]=3[CH3:47])=[O:16])[CH2:9]2)[CH:5]=[C:4]([C:17]2[CH:22]=[CH:21][C:20]([C:23]#[N:24])=[C:19]([F:25])[CH:18]=2)[N:3]=1. The catalyst class is: 31. (4) Reactant: [F:1][C:2]1[CH:7]=[C:6]([F:8])[CH:5]=[C:4](I)[C:3]=1[CH3:10].N#N.[CH3:13][CH2:14][OH:15].[Li][CH:17](CC)C.C1CCCCC1.B(F)(F)F.C(OCC)C. Product: [F:1][C:2]1[C:3]([CH3:10])=[C:4]([CH2:13][C@H:14]([OH:15])[CH3:17])[CH:5]=[C:6]([F:8])[CH:7]=1. The catalyst class is: 1.